Dataset: Full USPTO retrosynthesis dataset with 1.9M reactions from patents (1976-2016). Task: Predict the reactants needed to synthesize the given product. Given the product [CH3:2][CH2:1][N:3]([C:4]([C:6]1[C:7](=[O:19])[N:8]([CH3:18])[C:9]2[CH:10]=[CH:11][CH:12]=[C:13]([Cl:17])[C:14]=2[C:15]=1[O-:16])=[O:5])[C:20]1[CH:21]=[CH:22][CH:23]=[CH:24][CH:25]=1.[Na+:27], predict the reactants needed to synthesize it. The reactants are: [CH2:1]([N:3]([C:20]1[CH:25]=[CH:24][CH:23]=[CH:22][CH:21]=1)[C:4]([C:6]1[C:7](=[O:19])[N:8]([CH3:18])[C:9]2[C:14]([C:15]=1[OH:16])=[C:13]([Cl:17])[CH:12]=[CH:11][CH:10]=2)=[O:5])[CH3:2].[OH-].[Na+:27].